Dataset: Catalyst prediction with 721,799 reactions and 888 catalyst types from USPTO. Task: Predict which catalyst facilitates the given reaction. (1) The catalyst class is: 11. Product: [CH3:4][C:3]1[N:5]=[C:6]([C:7]2[CH:12]=[CH:11][N:10]=[C:9]([CH3:13])[CH:8]=2)[S:17][C:2]=1[NH2:1]. Reactant: [NH2:1][C:2](=O)[CH:3]([NH:5][C:6](=O)[C:7]1[CH:12]=[CH:11][N:10]=[C:9]([CH3:13])[CH:8]=1)[CH3:4].P12(SP3(SP(SP(S3)(S1)=S)(=S)S2)=S)=[S:17]. (2) Reactant: [Br:1][C:2]1[CH:10]=[C:9]2[C:5]([CH:6]=[CH:7][NH:8]2)=[CH:4][CH:3]=1.[C:11](=O)([O-])[O-].[K+].[K+].CI. Product: [Br:1][C:2]1[CH:10]=[C:9]2[C:5]([CH:6]=[CH:7][N:8]2[CH3:11])=[CH:4][CH:3]=1. The catalyst class is: 58. (3) Reactant: Br.[CH:2]([C:5]1[C:6]([CH2:11][N:12]([CH2:20][C:21]2[C:26]([CH3:27])=[CH:25][CH:24]=[CH:23][N:22]=2)[CH:13]2[CH2:18][CH2:17][CH:16]([NH2:19])[CH2:15][CH2:14]2)=[N:7][CH:8]=[CH:9][CH:10]=1)([CH3:4])[CH3:3].[C:28]([N:35]1C=CN=C1)(N1C=CN=C1)=[O:29].N[OH:41].Cl.CCN(C(C)C)C(C)C. Product: [CH:2]([C:5]1[C:6]([CH2:11][N:12]([CH2:20][C:21]2[C:26]([CH3:27])=[CH:25][CH:24]=[CH:23][N:22]=2)[C@H:13]2[CH2:14][CH2:15][C@H:16]([NH:19][C:28]([NH:35][OH:41])=[O:29])[CH2:17][CH2:18]2)=[N:7][CH:8]=[CH:9][CH:10]=1)([CH3:4])[CH3:3]. The catalyst class is: 118. (4) Reactant: C[C:2]1[C:3](C)=[C:4]([C:12]#[C:13]CO)[C:5]2[C:10]([CH:11]=1)=[CH:9][CH:8]=[CH:7][CH:6]=2.[OH-].[Na+].C1(C)C=CC=CC=1. Product: [C:4]1([C:12]#[CH:13])[C:5]2[C:10](=[CH:9][CH:8]=[CH:7][CH:6]=2)[CH:11]=[CH:2][CH:3]=1. The catalyst class is: 27. (5) Reactant: [F:1][C:2]1[C:3]([CH3:31])=[C:4]2[C:14]3[C:9](=[CH:10][N:11]=[C:12]([C:15]4[CH:16]=[N:17][CH:18]=[CH:19][CH:20]=4)[CH:13]=3)[N:8](S(C3C=CC(C)=CC=3)(=O)=O)[C:5]2=[N:6][CH:7]=1.CO.[OH-].[Li+].[Cl-].[NH4+]. Product: [CH3:31][C:3]1[C:2]([F:1])=[CH:7][N:6]=[C:5]2[NH:8][C:9]3[C:14]([C:4]=12)=[CH:13][C:12]([C:15]1[CH:16]=[N:17][CH:18]=[CH:19][CH:20]=1)=[N:11][CH:10]=3. The catalyst class is: 90.